The task is: Predict the product of the given reaction.. This data is from Forward reaction prediction with 1.9M reactions from USPTO patents (1976-2016). (1) Given the reactants [Br:1][C:2]1[C:3](Cl)=[N:4][C:5]([N:9]2[C:13]([CH3:14])=[CH:12][CH:11]=[C:10]2[CH3:15])=[N:6][C:7]=1[CH3:8].[NH2:17][NH2:18], predict the reaction product. The product is: [Br:1][C:2]1[C:3]([NH:17][NH2:18])=[N:4][C:5]([N:9]2[C:13]([CH3:14])=[CH:12][CH:11]=[C:10]2[CH3:15])=[N:6][C:7]=1[CH3:8]. (2) Given the reactants [CH2:1]([O:4][C:5](=[O:24])[NH:6][C:7]1[CH:12]=[CH:11][CH:10]=[C:9]([C:13](=O)[CH2:14][C:15]2[CH:20]=[CH:19][N:18]=[C:17]([Cl:21])[N:16]=2)[C:8]=1[F:23])[CH:2]=[CH2:3].C1C(=O)N(Br)C(=O)C1.[O:33]1[CH2:38][CH2:37][CH:36]([C:39](=[S:41])[NH2:40])[CH2:35][CH2:34]1.O, predict the reaction product. The product is: [CH2:1]([O:4][C:5](=[O:24])[NH:6][C:7]1[CH:12]=[CH:11][CH:10]=[C:9]([C:13]2[N:40]=[C:39]([CH:36]3[CH2:37][CH2:38][O:33][CH2:34][CH2:35]3)[S:41][C:14]=2[C:15]2[CH:20]=[CH:19][N:18]=[C:17]([Cl:21])[N:16]=2)[C:8]=1[F:23])[CH:2]=[CH2:3]. (3) Given the reactants [O:1]1[CH2:3][C@@H:2]1[C@H:4]([N:7]1[C:15](=[O:16])[C:14]2[C:9](=[CH:10][CH:11]=[CH:12][CH:13]=2)[C:8]1=[O:17])[CH:5]=[CH2:6].[CH2:18]([NH:21][S:22]([C:25]1[CH:30]=[CH:29][CH:28]=[CH:27][N:26]=1)(=[O:24])=[O:23])[CH:19]=[CH2:20].N12CCCN=C1CCCCC2, predict the reaction product. The product is: [CH2:18]([N:21]([CH2:3][C@H:2]([OH:1])[C@@H:4]([N:7]1[C:15](=[O:16])[C:14]2[C:9](=[CH:10][CH:11]=[CH:12][CH:13]=2)[C:8]1=[O:17])[CH:5]=[CH2:6])[S:22]([C:25]1[CH:30]=[CH:29][CH:28]=[CH:27][N:26]=1)(=[O:24])=[O:23])[CH:19]=[CH2:20]. (4) Given the reactants Cl.[CH3:2][C:3]1[C:7]2[CH:8]=[CH:9][CH:10]=[CH:11][C:6]=2[O:5][C:4]=1[C:12]([NH:14][C:15]1([C:21]([NH:23][CH:24]2[CH2:29][CH2:28][NH:27][CH2:26][CH:25]2[OH:30])=[O:22])[CH2:20][CH2:19][CH2:18][CH2:17][CH2:16]1)=[O:13].Br[C:32]1[CH:33]=[C:34]([CH:37]=[CH:38][C:39]=1[O:40][CH3:41])[C:35]#[N:36], predict the reaction product. The product is: [CH3:2][C:3]1[C:7]2[CH:8]=[CH:9][CH:10]=[CH:11][C:6]=2[O:5][C:4]=1[C:12]([NH:14][C:15]1([C:21]([NH:23][CH:24]2[CH2:29][CH2:28][N:27]([C:32]3[CH:33]=[C:34]([C:35]#[N:36])[CH:37]=[CH:38][C:39]=3[O:40][CH3:41])[CH2:26][C:25]2=[O:30])=[O:22])[CH2:16][CH2:17][CH2:18][CH2:19][CH2:20]1)=[O:13]. (5) Given the reactants Br[C:2]1[CH:3]=[CH:4][C:5]([O:8][CH3:9])=[N:6][CH:7]=1.[OH:10][C:11]1[CH:20]=[CH:19][C:14]([C:15]([O:17][CH3:18])=[O:16])=[CH:13][CH:12]=1.C([O-])([O-])=O.[K+].[K+].Cl, predict the reaction product. The product is: [CH3:18][O:17][C:15](=[O:16])[C:14]1[CH:19]=[CH:20][C:11]([O:10][C:2]2[CH:7]=[N:6][C:5]([O:8][CH3:9])=[CH:4][CH:3]=2)=[CH:12][CH:13]=1. (6) The product is: [F:1][C:2]1[CH:7]=[CH:6][C:5]([C:8]2[N:25]=[C:26]([C:27]3[CH:32]=[CH:31][CH:30]=[CH:29][CH:28]=3)[NH:18][C:9]=2[C:10]2[CH:15]=[CH:14][N:13]=[C:12]([S:16][CH3:17])[N:11]=2)=[CH:4][CH:3]=1. Given the reactants [F:1][C:2]1[CH:7]=[CH:6][C:5]([C:8](=O)/[C:9](=[N:18]\O)/[C:10]2[CH:15]=[CH:14][N:13]=[C:12]([S:16][CH3:17])[N:11]=2)=[CH:4][CH:3]=1.C([O-])(=O)C.[NH4+:25].[CH:26](=O)[C:27]1[CH:32]=[CH:31][CH:30]=[CH:29][CH:28]=1, predict the reaction product.